This data is from Peptide-MHC class II binding affinity with 134,281 pairs from IEDB. The task is: Regression. Given a peptide amino acid sequence and an MHC pseudo amino acid sequence, predict their binding affinity value. This is MHC class II binding data. The peptide sequence is LVGPTPVNIIGRNLMTQIGC. The MHC is DRB1_1201 with pseudo-sequence DRB1_1201. The binding affinity (normalized) is 0.